This data is from Full USPTO retrosynthesis dataset with 1.9M reactions from patents (1976-2016). The task is: Predict the reactants needed to synthesize the given product. (1) The reactants are: Cl.[NH2:2][CH2:3][CH2:4][CH2:5][C:6]1[C:11]([C@H:12]2[CH2:16][CH2:15][CH2:14][N:13]2[C:17]2[CH:22]=[CH:21][N:20]3[N:23]=[CH:24][C:25]([C:26]([O:28]CC)=[O:27])=[C:19]3[N:18]=2)=[CH:10][C:9]([F:31])=[CH:8][N:7]=1.[OH-].[Li+]. Given the product [NH2:2][CH2:3][CH2:4][CH2:5][C:6]1[C:11]([C@H:12]2[CH2:16][CH2:15][CH2:14][N:13]2[C:17]2[CH:22]=[CH:21][N:20]3[N:23]=[CH:24][C:25]([C:26]([OH:28])=[O:27])=[C:19]3[N:18]=2)=[CH:10][C:9]([F:31])=[CH:8][N:7]=1, predict the reactants needed to synthesize it. (2) Given the product [CH3:1][O:2][C:3]1[CH:4]=[C:5]2[C:10](=[CH:11][CH:12]=1)[O:9][C:8](=[O:13])[CH:7]=[C:6]2[NH:14][CH:15]1[CH2:20][CH2:19][N:18]([CH2:27][C:26]2[CH:29]=[CH:30][CH:31]=[C:24]([O:23][C:22]([F:21])([F:32])[F:33])[CH:25]=2)[CH2:17][CH2:16]1, predict the reactants needed to synthesize it. The reactants are: [CH3:1][O:2][C:3]1[CH:4]=[C:5]2[C:10](=[CH:11][CH:12]=1)[O:9][C:8](=[O:13])[CH:7]=[C:6]2[NH:14][CH:15]1[CH2:20][CH2:19][NH:18][CH2:17][CH2:16]1.[F:21][C:22]([F:33])([F:32])[O:23][C:24]1[CH:25]=[C:26]([CH:29]=[CH:30][CH:31]=1)[CH:27]=O. (3) Given the product [Cl:37][C:36]1[CH:35]=[CH:34][CH:33]=[C:32]([Cl:38])[C:31]=1[NH:30][C:29]([N:25]1[CH2:24][C:9]2[C:8](=[N:7][NH:6][C:10]=2[NH:11][C:12](=[O:23])[C:13]2[CH:18]=[CH:17][C:16]([N:44]3[CH2:45][CH2:46][N:41]([CH3:40])[CH2:42][CH2:43]3)=[C:15]([NH2:20])[CH:14]=2)[C:26]1([CH3:27])[CH3:28])=[O:39], predict the reactants needed to synthesize it. The reactants are: C(OC([N:6]1[C:10]([NH:11][C:12](=[O:23])[C:13]2[CH:18]=[CH:17][C:16](F)=[C:15]([N+:20]([O-])=O)[CH:14]=2)=[C:9]2[CH2:24][N:25]([C:29](=[O:39])[NH:30][C:31]3[C:36]([Cl:37])=[CH:35][CH:34]=[CH:33][C:32]=3[Cl:38])[C:26]([CH3:28])([CH3:27])[C:8]2=[N:7]1)=O)C.[CH3:40][N:41]1[CH2:46][CH2:45][NH:44][CH2:43][CH2:42]1.